Task: Predict the reactants needed to synthesize the given product.. Dataset: Full USPTO retrosynthesis dataset with 1.9M reactions from patents (1976-2016) Given the product [C:1]([C:5]1[C:29]([Cl:30])=[C:8]2[N:9]=[C:10]([CH3:28])[C:11]([CH:20]([CH2:25][CH2:26][CH3:27])[C:21]([O:23][CH3:24])=[O:22])=[C:12]([C:13]3[CH:18]=[CH:17][C:16]([CH3:19])=[CH:15][CH:14]=3)[N:7]2[N:6]=1)([CH3:3])([CH3:4])[CH3:2], predict the reactants needed to synthesize it. The reactants are: [C:1]([C:5]1[CH:29]=[C:8]2[N:9]=[C:10]([CH3:28])[C:11]([CH:20]([CH2:25][CH2:26][CH3:27])[C:21]([O:23][CH3:24])=[O:22])=[C:12]([C:13]3[CH:18]=[CH:17][C:16]([CH3:19])=[CH:15][CH:14]=3)[N:7]2[N:6]=1)([CH3:4])([CH3:3])[CH3:2].[Cl:30]N1C(=O)CCC1=O.C(OCC)(=O)C.